This data is from Reaction yield outcomes from USPTO patents with 853,638 reactions. The task is: Predict the reaction yield, written as a fraction of the theoretical maximum amount of product (1.0 means a 100% yield; for example, 0.34 means a 34% yield). (1) The reactants are [CH:1]1([NH2:8])[CH2:6][CH2:5][CH2:4][CH:3]([NH2:7])[CH2:2]1.[C:9](O[C:9]([O:11][C:12]([CH3:15])([CH3:14])[CH3:13])=[O:10])([O:11][C:12]([CH3:15])([CH3:14])[CH3:13])=[O:10]. The catalyst is C(Cl)(Cl)Cl. The product is [C:12]([O:11][C:9]([NH:7][CH:3]1[CH2:4][CH2:5][CH2:6][CH:1]([NH2:8])[CH2:2]1)=[O:10])([CH3:15])([CH3:14])[CH3:13]. The yield is 0.350. (2) The reactants are [N+:1]([C:4]1[CH:9]=[CH:8][C:7]([C:10]2[CH2:11][CH2:12][S:13](=[O:17])(=[O:16])[CH2:14][CH:15]=2)=[CH:6][CH:5]=1)([O-])=O. The catalyst is CO.[Pd]. The product is [O:16]=[S:13]1(=[O:17])[CH2:14][CH2:15][CH:10]([C:7]2[CH:8]=[CH:9][C:4]([NH2:1])=[CH:5][CH:6]=2)[CH2:11][CH2:12]1. The yield is 0.700.